The task is: Predict the product of the given reaction.. This data is from Forward reaction prediction with 1.9M reactions from USPTO patents (1976-2016). (1) Given the reactants [CH:1]([O:4][C:5](=[O:32])[CH2:6][CH:7]([CH:16]1[CH2:21][CH2:20][N:19](C(OCC2C=CC=CC=2)=O)[CH2:18][CH2:17]1)[C:8]1[CH:13]=[C:12]([F:14])[CH:11]=[C:10]([F:15])[CH:9]=1)([CH3:3])[CH3:2], predict the reaction product. The product is: [CH:1]([O:4][C:5](=[O:32])[CH2:6][CH:7]([CH:16]1[CH2:17][CH2:18][NH:19][CH2:20][CH2:21]1)[C:8]1[CH:13]=[C:12]([F:14])[CH:11]=[C:10]([F:15])[CH:9]=1)([CH3:3])[CH3:2]. (2) The product is: [Br:1][C:2]1[CH:7]=[CH:6][C:5]([O:8][CH2:10][C:11]2([CH3:15])[CH2:14][O:13][CH2:12]2)=[CH:4][C:3]=1[F:9]. Given the reactants [Br:1][C:2]1[CH:7]=[CH:6][C:5]([OH:8])=[CH:4][C:3]=1[F:9].[CH3:10][C:11]1([CH2:15]O)[CH2:14][O:13][CH2:12]1, predict the reaction product. (3) Given the reactants I[C:2]1[CH:3]=[C:4]([CH:10]=[CH:11][C:12]=1[CH3:13])[C:5]([O:7][CH2:8][CH3:9])=[O:6].[C:14]([C:16]1[CH:17]=[CH:18][C:19]([NH:22][C:23](=[O:25])[CH3:24])=[N:20][CH:21]=1)#[CH:15].C(N(CC)C(C)C)(C)C, predict the reaction product. The product is: [C:23]([NH:22][C:19]1[N:20]=[CH:21][C:16]([C:14]#[C:15][C:2]2[CH:3]=[C:4]([CH:10]=[CH:11][C:12]=2[CH3:13])[C:5]([O:7][CH2:8][CH3:9])=[O:6])=[CH:17][CH:18]=1)(=[O:25])[CH3:24]. (4) Given the reactants [Br:1][C:2]1[C:7]([F:8])=[CH:6][CH:5]=[C:4]([NH2:9])[C:3]=1[NH:10][CH:11]1[CH2:13][CH2:12]1.[C:14]([O:18][C:19]([NH:21][C@@H:22]([CH3:26])[C:23](O)=[O:24])=[O:20])([CH3:17])([CH3:16])[CH3:15].C1C=NC2N(O)N=NC=2C=1.CCN=C=NCCCN(C)C.Cl, predict the reaction product. The product is: [C:14]([O:18][C:19](=[O:20])[NH:21][C@H:22]([C:23](=[O:24])[NH:9][C:4]1[CH:5]=[CH:6][C:7]([F:8])=[C:2]([Br:1])[C:3]=1[NH:10][CH:11]1[CH2:13][CH2:12]1)[CH3:26])([CH3:15])([CH3:16])[CH3:17].